This data is from Peptide-MHC class II binding affinity with 134,281 pairs from IEDB. The task is: Regression. Given a peptide amino acid sequence and an MHC pseudo amino acid sequence, predict their binding affinity value. This is MHC class II binding data. The peptide sequence is IWYMWLGARYLEFEAKK. The MHC is HLA-DQA10201-DQB10303 with pseudo-sequence HLA-DQA10201-DQB10303. The binding affinity (normalized) is 0.